Dataset: Catalyst prediction with 721,799 reactions and 888 catalyst types from USPTO. Task: Predict which catalyst facilitates the given reaction. (1) Reactant: [F:1][C:2]1[CH:11]=[CH:10][C:5]2[S:6][CH:7]=[C:8]([CH3:9])[C:4]=2[CH:3]=1.C([Li])CCC.[I:17]I. Product: [F:1][C:2]1[CH:11]=[CH:10][C:5]2[S:6][C:7]([I:17])=[C:8]([CH3:9])[C:4]=2[CH:3]=1. The catalyst class is: 1. (2) Reactant: [OH:1][B:2]1[C:6]2[CH:7]=[CH:8][C:9]([O:11][C:12]3[CH:22]=[CH:21][C:15]([C:16]([O:18]CC)=[O:17])=[CH:14][N:13]=3)=[CH:10][C:5]=2[CH2:4][O:3]1.Cl. Product: [OH:1][B:2]1[C:6]2[CH:7]=[CH:8][C:9]([O:11][C:12]3[CH:22]=[CH:21][C:15]([C:16]([OH:18])=[O:17])=[CH:14][N:13]=3)=[CH:10][C:5]=2[CH2:4][O:3]1. The catalyst class is: 464.